Dataset: Catalyst prediction with 721,799 reactions and 888 catalyst types from USPTO. Task: Predict which catalyst facilitates the given reaction. (1) Reactant: [H-].[Al+3].[Li+].[H-].[H-].[H-].[CH2:7]([C:9]1[CH:10]=[N:11][CH:12]=[CH:13][C:14]=1[C:15](OC)=[O:16])[CH3:8]. Product: [CH2:7]([C:9]1[CH:10]=[N:11][CH:12]=[CH:13][C:14]=1[CH2:15][OH:16])[CH3:8]. The catalyst class is: 1. (2) The catalyst class is: 7. Product: [NH2:8][C:6]1[N:5]=[C:4]([NH:9][C:20](=[O:21])[O:22][C:23]([CH3:26])([CH3:25])[CH3:24])[CH:3]=[C:2]([CH3:1])[CH:7]=1. Reactant: [CH3:1][C:2]1[CH:7]=[C:6]([NH2:8])[N:5]=[C:4]([NH2:9])[CH:3]=1.C[Si]([N-][Si](C)(C)C)(C)C.[Li+].[C:20](O[C:20]([O:22][C:23]([CH3:26])([CH3:25])[CH3:24])=[O:21])([O:22][C:23]([CH3:26])([CH3:25])[CH3:24])=[O:21]. (3) Reactant: [F:1][C:2]1[CH:7]=[CH:6][C:5]([CH2:8][C:9]([O:11]C)=[O:10])=[CH:4][CH:3]=1.[H-].[Na+].[CH3:15]I. Product: [F:1][C:2]1[CH:7]=[CH:6][C:5]([CH:8]([CH3:15])[C:9]([OH:11])=[O:10])=[CH:4][CH:3]=1. The catalyst class is: 3. (4) Reactant: [OH:1][C:2]1[CH:3]=[C:4]2[C:8](=[CH:9][CH:10]=1)[NH:7][C:6]([CH3:11])=[C:5]2[C:12]([O:14][CH2:15][CH3:16])=[O:13].C(=O)([O-])[O-].[K+].[K+].[CH2:23](Br)[C:24]1[CH:29]=[CH:28][CH:27]=[CH:26][CH:25]=1. The catalyst class is: 10. Product: [CH2:23]([O:1][C:2]1[CH:3]=[C:4]2[C:8](=[CH:9][CH:10]=1)[NH:7][C:6]([CH3:11])=[C:5]2[C:12]([O:14][CH2:15][CH3:16])=[O:13])[C:24]1[CH:29]=[CH:28][CH:27]=[CH:26][CH:25]=1. (5) Reactant: Cl[C:2]1[N:3]([CH2:10][C@@:11]([CH3:32])([OH:31])[CH2:12][N:13]2[CH2:18][CH2:17][CH:16]([O:19][CH2:20][C:21]3[CH:26]=[CH:25][C:24]([C:27]([F:30])([F:29])[F:28])=[CH:23][CH:22]=3)[CH2:15][CH2:14]2)[CH:4]=[C:5]([N+:7]([O-:9])=[O:8])[N:6]=1.[H-].[Na+].O. Product: [CH3:32][C@@:11]1([CH2:12][N:13]2[CH2:18][CH2:17][CH:16]([O:19][CH2:20][C:21]3[CH:26]=[CH:25][C:24]([C:27]([F:30])([F:29])[F:28])=[CH:23][CH:22]=3)[CH2:15][CH2:14]2)[O:31][C:2]2=[N:6][C:5]([N+:7]([O-:9])=[O:8])=[CH:4][N:3]2[CH2:10]1. The catalyst class is: 3. (6) Reactant: [C:1]([C:3]1[C:25]([CH3:26])=[CH:24][C:6]2[N:7]([CH:11]3[CH2:16][CH2:15][N:14](C(OC(C)(C)C)=O)[CH2:13][CH2:12]3)[C:8](=[O:10])[NH:9][C:5]=2[CH:4]=1)#[N:2].FC(F)(F)C(O)=O. Product: [CH3:26][C:25]1[C:3]([C:1]#[N:2])=[CH:4][C:5]2[NH:9][C:8](=[O:10])[N:7]([CH:11]3[CH2:12][CH2:13][NH:14][CH2:15][CH2:16]3)[C:6]=2[CH:24]=1. The catalyst class is: 4.